The task is: Predict the reaction yield, written as a fraction of the theoretical maximum amount of product (1.0 means a 100% yield; for example, 0.34 means a 34% yield).. This data is from Reaction yield outcomes from USPTO patents with 853,638 reactions. (1) The reactants are [N:1]1[CH:6]=[CH:5][CH:4]=[C:3]([CH2:7][C:8]([NH:19]C(=O)C)(C(OCC)=O)[C:9]([O:11][CH2:12]C)=[O:10])[CH:2]=1.[ClH:23]. No catalyst specified. The product is [ClH:23].[ClH:23].[CH3:12][O:11][C:9](=[O:10])[C@H:8]([CH2:7][C:3]1[CH:2]=[N:1][CH:6]=[CH:5][CH:4]=1)[NH2:19]. The yield is 1.00. (2) The catalyst is CN(C=O)C.C(Cl)Cl. The product is [N+:1]([C:4]1[S:8][C:7]([C:9]([NH:21][CH2:18][CH2:19][CH3:20])=[O:11])=[CH:6][CH:5]=1)([O-:3])=[O:2]. The reactants are [N+:1]([C:4]1[S:8][C:7]([C:9]([OH:11])=O)=[CH:6][CH:5]=1)([O-:3])=[O:2].C(Cl)(=O)C(Cl)=O.[CH2:18]([NH2:21])[CH2:19][CH3:20].CCN(CC)CC. The yield is 0.680. (3) The reactants are CN(C=O)C.[NH2:6][C:7]1[C:12]2=[CH:13][C:14]([CH2:16][OH:17])=[CH:15][N:11]2[N:10]=[CH:9][N:8]=1.[Cl-].[CH2:19]=[N+:20]1[CH2:25][CH2:24][O:23][CH2:22][CH2:21]1. The catalyst is CO. The product is [NH2:6][C:7]1[C:12]2=[CH:13][C:14]([CH2:16][OH:17])=[C:15]([CH2:19][N:20]3[CH2:25][CH2:24][O:23][CH2:22][CH2:21]3)[N:11]2[N:10]=[CH:9][N:8]=1. The yield is 0.900. (4) The reactants are [CH:1]([C:12]([O:14]CC)=O)([C:7]([O:9][CH2:10][CH3:11])=[O:8])[C:2]([O:4][CH2:5][CH3:6])=[O:3].[Cl:17][C:18]1[CH:25]=[CH:24][C:21]([CH2:22][NH2:23])=[CH:20][CH:19]=1. No catalyst specified. The product is [Cl:17][C:18]1[CH:25]=[CH:24][C:21]([CH2:22][NH:23][C:12]([CH:1]([C:2]([O:4][CH2:5][CH3:6])=[O:3])[C:7]([O:9][CH2:10][CH3:11])=[O:8])=[O:14])=[CH:20][CH:19]=1. The yield is 0.120. (5) The reactants are [Cl:1][C:2]1[C:7](=[O:8])[C:6]([OH:9])=[C:5]([CH:10](O)[C:11]([F:14])([F:13])[F:12])[N:4]([CH3:16])[C:3]=1[CH3:17].S(Cl)(Cl)=O.[BH4-].[Na+]. The catalyst is C(#N)C.CO. The product is [Cl:1][C:2]1[C:7](=[O:8])[C:6]([OH:9])=[C:5]([CH2:10][C:11]([F:12])([F:13])[F:14])[N:4]([CH3:16])[C:3]=1[CH3:17]. The yield is 0.610. (6) The reactants are [C:1]([O:5][C:6](=[O:15])[NH:7][C:8]1[CH:13]=[C:12]([Cl:14])[CH:11]=[CH:10][N:9]=1)([CH3:4])([CH3:3])[CH3:2].[Li]CCCC.CN([CH:24]=[O:25])C. The catalyst is C1COCC1. The product is [Cl:14][C:12]1[CH:11]=[CH:10][N:9]=[C:8]([NH:7][C:6](=[O:15])[O:5][C:1]([CH3:4])([CH3:2])[CH3:3])[C:13]=1[CH:24]=[O:25]. The yield is 0.420. (7) The reactants are [CH2:1]([C:4]1[N:9]=[C:8]([NH:10][CH2:11][C:12]2[CH:17]=[CH:16][CH:15]=[CH:14][CH:13]=2)[C:7]([N+:18]([O-:20])=[O:19])=[C:6]([NH:21][CH2:22][C:23]2[CH:28]=[CH:27][CH:26]=[CH:25][CH:24]=2)[CH:5]=1)C=C.I([O-])(=O)(=O)=[O:30].[Na+].C([O:38][CH2:39][CH3:40])(=O)C. The catalyst is O1CCCC1.O. The product is [CH2:22]([NH:21][C:6]1[C:7]([N+:18]([O-:20])=[O:19])=[C:8]([NH:10][CH2:11][C:12]2[CH:17]=[CH:16][CH:15]=[CH:14][CH:13]=2)[N:9]=[C:4]([CH2:1][CH:39]([OH:38])[CH2:40][OH:30])[CH:5]=1)[C:23]1[CH:28]=[CH:27][CH:26]=[CH:25][CH:24]=1. The yield is 0.910.